This data is from Catalyst prediction with 721,799 reactions and 888 catalyst types from USPTO. The task is: Predict which catalyst facilitates the given reaction. (1) Reactant: Cl.[CH2:2]([NH:9][C@H:10]([CH2:14][OH:15])[C:11]([OH:13])=[O:12])[C:3]1[CH:8]=[CH:7][CH:6]=[CH:5][CH:4]=1.[OH-].[Na+].[Cl:18][CH2:19][C:20](Cl)=[O:21]. Product: [CH2:2]([N:9]([C@H:10]([CH2:14][OH:15])[C:11]([OH:13])=[O:12])[C:20](=[O:21])[CH2:19][Cl:18])[C:3]1[CH:8]=[CH:7][CH:6]=[CH:5][CH:4]=1. The catalyst class is: 6. (2) The catalyst class is: 1. Reactant: Br[C:2]1[CH:7]=[CH:6][CH:5]=[CH:4][N:3]=1.C([Li])CCC.[NH:13]1[C:17]2[CH:18]=[CH:19][CH:20]=[CH:21][C:16]=2[NH:15][C:14]1=[C:22]([C:33]([C:35]1[CH:40]=[CH:39][CH:38]=[C:37]([F:41])[CH:36]=1)=[O:34])[C:23]([C:25]1[CH:26]=[C:27]([CH:30]=[CH:31][CH:32]=1)[CH:28]=[O:29])=[O:24].[Cl-:42].[NH4+]. Product: [ClH:42].[NH:13]1[C:17]2[CH:18]=[CH:19][CH:20]=[CH:21][C:16]=2[NH:15][C:14]1=[C:22]([C:23]([C:25]1[CH:32]=[CH:31][CH:30]=[C:27]([CH:28]([OH:29])[C:2]2[CH:7]=[CH:6][CH:5]=[CH:4][N:3]=2)[CH:26]=1)=[O:24])[C:33]([C:35]1[CH:40]=[CH:39][CH:38]=[C:37]([F:41])[CH:36]=1)=[O:34]. (3) Reactant: [Cl:1][C:2]1[CH:7]=[CH:6][CH:5]=[C:4]([F:8])[C:3]=1[C:9]1[S:10][CH:11]=[C:12]([CH2:14][OH:15])[N:13]=1.I(C1C=CC=CC=1C(O)=O)(=O)=O. Product: [Cl:1][C:2]1[CH:7]=[CH:6][CH:5]=[C:4]([F:8])[C:3]=1[C:9]1[S:10][CH:11]=[C:12]([CH:14]=[O:15])[N:13]=1. The catalyst class is: 25. (4) Reactant: [N:1]1([C:7]([O:9][C:10]([CH3:13])([CH3:12])[CH3:11])=[O:8])[CH2:6][CH2:5][NH:4][CH2:3][CH2:2]1.C(N(CC)CC)C.[CH3:21][S:22](Cl)(=[O:24])=[O:23]. Product: [C:10]([O:9][C:7]([N:1]1[CH2:6][CH2:5][N:4]([S:22]([CH3:21])(=[O:24])=[O:23])[CH2:3][CH2:2]1)=[O:8])([CH3:13])([CH3:12])[CH3:11]. The catalyst class is: 2. (5) Reactant: [F:1][C:2]1[CH:7]=[CH:6][C:5]([C:8]2[N:12]=[N:11][N:10]([CH3:13])[C:9]=2[CH:14]=O)=[CH:4][CH:3]=1.[C:16](=O)([O-])[O-].[K+].[K+].COP(C(=[N+]=[N-])C(=O)C)(=O)OC.C(=O)([O-])[O-].[Na+].[Na+]. Product: [C:14]([C:9]1[N:10]([CH3:13])[N:11]=[N:12][C:8]=1[C:5]1[CH:6]=[CH:7][C:2]([F:1])=[CH:3][CH:4]=1)#[CH:16]. The catalyst class is: 5. (6) Product: [OH:12][CH2:4][C@@H:2]([C@H:1]([C@@H:4]([C@@H:2]([CH2:1][OH:6])[OH:3])[OH:12])[OH:6])[OH:3]. Reactant: [C:1]([OH:6])(=O)[CH:2]([CH3:4])[OH:3].P(=O)(O)(O)O.[O-2:12].[Mg+2]. The catalyst class is: 6.